From a dataset of Forward reaction prediction with 1.9M reactions from USPTO patents (1976-2016). Predict the product of the given reaction. Given the reactants [C:1]([NH:4][CH2:5][CH2:6][CH2:7][S:8]([O:11][CH2:12][C:13]([CH3:26])([CH3:25])[C@@H:14]([O:17][CH2:18][C:19]1[CH:24]=[CH:23][CH:22]=[CH:21][CH:20]=1)[CH:15]=[O:16])(=[O:10])=[O:9])(=[O:3])[CH3:2].CC(C)=[O:29], predict the reaction product. The product is: [C:1]([NH:4][CH2:5][CH2:6][CH2:7][S:8]([O:11][CH2:12][C:13]([CH3:26])([CH3:25])[C@@H:14]([O:17][CH2:18][C:19]1[CH:24]=[CH:23][CH:22]=[CH:21][CH:20]=1)[C:15]([OH:29])=[O:16])(=[O:9])=[O:10])(=[O:3])[CH3:2].